Dataset: Catalyst prediction with 721,799 reactions and 888 catalyst types from USPTO. Task: Predict which catalyst facilitates the given reaction. (1) Reactant: [F:1][C:2]([F:13])([F:12])[C:3]1[CH:8]=[CH:7][N:6]2[CH:9]=[CH:10][N:11]=[C:5]2[N:4]=1.C([O-])(=O)C.[Na+].[Br-:19].[K+].BrBr. Product: [Br:19][C:9]1[N:6]2[CH:7]=[CH:8][C:3]([C:2]([F:12])([F:1])[F:13])=[N:4][C:5]2=[N:11][CH:10]=1. The catalyst class is: 5. (2) Reactant: [NH:1]1[CH:5]=[C:4]([C:6]2[C:7]3[CH:14]=[CH:13][N:12]([CH2:15][O:16][CH2:17][CH2:18][Si:19]([CH3:22])([CH3:21])[CH3:20])[C:8]=3[N:9]=[CH:10][N:11]=2)[CH:3]=[N:2]1.[C:23]1(=[O:29])[CH2:28][CH2:27][CH2:26][CH:25]=[CH:24]1.C1CCN2C(=NCCC2)CC1. Product: [CH3:20][Si:19]([CH3:22])([CH3:21])[CH2:18][CH2:17][O:16][CH2:15][N:12]1[C:8]2[N:9]=[CH:10][N:11]=[C:6]([C:4]3[CH:5]=[N:1][N:2]([CH:25]4[CH2:26][CH2:27][CH2:28][C:23](=[O:29])[CH2:24]4)[CH:3]=3)[C:7]=2[CH:14]=[CH:13]1. The catalyst class is: 10. (3) Reactant: C[O:2][C:3]1[CH:22]=[CH:21][C:6]2[CH:7]=[C:8]([C:10]3[CH:11]=[C:12]([CH:18]=[CH:19][CH:20]=3)[C:13]([O:15][CH2:16][CH3:17])=[O:14])[S:9][C:5]=2[CH:4]=1.B(Br)(Br)Br. Product: [OH:2][C:3]1[CH:22]=[CH:21][C:6]2[CH:7]=[C:8]([C:10]3[CH:11]=[C:12]([CH:18]=[CH:19][CH:20]=3)[C:13]([O:15][CH2:16][CH3:17])=[O:14])[S:9][C:5]=2[CH:4]=1. The catalyst class is: 4.